From a dataset of Full USPTO retrosynthesis dataset with 1.9M reactions from patents (1976-2016). Predict the reactants needed to synthesize the given product. (1) Given the product [N:30]1([CH2:29][CH2:28][O:27][C:22]2[CH:23]=[C:24]3[C:19](=[CH:20][CH:21]=2)[CH:18]=[C:17]([C:11]2[C:10]4[C:14](=[CH:15][CH:16]=[C:8]([C:6]5[NH:42][N:41]=[C:39]([C:38]([CH3:44])([CH3:43])[CH3:37])[N:7]=5)[CH:9]=4)[NH:13][N:12]=2)[CH:26]=[CH:25]3)[CH2:36][CH2:35][CH2:34][CH2:33][CH2:32][CH2:31]1, predict the reactants needed to synthesize it. The reactants are: Cl.Cl.C(O[C:6]([C:8]1[CH:9]=[C:10]2[C:14](=[CH:15][CH:16]=1)[NH:13][N:12]=[C:11]2[C:17]1[CH:26]=[CH:25][C:24]2[C:19](=[CH:20][CH:21]=[C:22]([O:27][CH2:28][CH2:29][N:30]3[CH2:36][CH2:35][CH2:34][CH2:33][CH2:32][CH2:31]3)[CH:23]=2)[CH:18]=1)=[NH:7])C.[CH3:37][C:38]([CH3:44])([CH3:43])[C:39]([NH:41][NH2:42])=O.C(N(CC)CC)C. (2) Given the product [CH2:1]([O:3][CH2:4][CH2:5][O:7][C:8]1[CH:13]=[C:12]([CH2:14][CH2:15][C:16]([O:18][CH3:19])=[O:17])[CH:11]=[CH:10][C:9]=1[C:20]1[CH:25]=[CH:24][CH:23]=[C:22]([N:26]([CH3:35])[C:27]([NH:29][CH2:30][CH2:31][CH2:32][CH2:33][CH3:34])=[O:28])[CH:21]=1)[CH3:2], predict the reactants needed to synthesize it. The reactants are: [CH2:1]([O:3][CH2:4][CH2:5]Br)[CH3:2].[OH:7][C:8]1[CH:13]=[C:12]([CH2:14][CH2:15][C:16]([O:18][CH3:19])=[O:17])[CH:11]=[CH:10][C:9]=1[C:20]1[CH:25]=[CH:24][CH:23]=[C:22]([N:26]([CH3:35])[C:27]([NH:29][CH2:30][CH2:31][CH2:32][CH2:33][CH3:34])=[O:28])[CH:21]=1.C(=O)([O-])[O-].[K+].[K+].[I-].[Na+]. (3) Given the product [CH3:14][Si:13]([CH3:16])([CH3:15])[CH2:12][CH2:11][O:10][CH2:9][N:3]1[CH:7]=[CH:6][N:5]=[N:4]1, predict the reactants needed to synthesize it. The reactants are: [H-].[Na+].[NH:3]1[CH:7]=[CH:6][N:5]=[N:4]1.Cl[CH2:9][O:10][CH2:11][CH2:12][Si:13]([CH3:16])([CH3:15])[CH3:14]. (4) Given the product [CH3:21][O:22][C:23]1[C:28]([CH2:29][N:14]2[CH2:13][CH2:12][CH:11]([CH2:10][CH2:9][C:8]3[CH:17]=[CH:18][CH:19]=[CH:20][C:7]=3[C:1]3[CH:2]=[CH:3][CH:4]=[CH:5][CH:6]=3)[CH2:16][CH2:15]2)=[CH:27][CH:26]=[CH:25][N:24]=1, predict the reactants needed to synthesize it. The reactants are: [C:1]1([C:7]2[CH:20]=[CH:19][CH:18]=[CH:17][C:8]=2[CH2:9][CH2:10][CH:11]2[CH2:16][CH2:15][NH:14][CH2:13][CH2:12]2)[CH:6]=[CH:5][CH:4]=[CH:3][CH:2]=1.[CH3:21][O:22][C:23]1[C:28]([CH:29]=O)=[CH:27][CH:26]=[CH:25][N:24]=1.[OH-].[Na+]. (5) Given the product [F:13][C:14]1[C:15]([Sn:26]([CH2:28][CH2:29][CH2:30][CH3:31])([CH2:32][CH2:33][CH2:34][CH3:35])[CH2:22][CH2:23][CH2:24][CH3:25])=[CH:16][C:17]([O:20][CH3:21])=[N:18][CH:19]=1, predict the reactants needed to synthesize it. The reactants are: C(NC(C)C)(C)C.[Li]CCCC.[F:13][C:14]1[CH:15]=[CH:16][C:17]([O:20][CH3:21])=[N:18][CH:19]=1.[CH2:22]([Sn:26]([CH2:32][CH2:33][CH2:34][CH3:35])([CH2:28][CH2:29][CH2:30][CH3:31])Cl)[CH2:23][CH2:24][CH3:25].[NH4+].[Cl-]. (6) Given the product [CH2:1]([NH:8][S:17]([C:20]1[CH:29]=[CH:28][CH:27]=[CH:26][C:21]=1[C:22]([O:24][CH3:25])=[O:23])(=[O:19])=[O:18])[C:2]1[CH:7]=[CH:6][CH:5]=[CH:4][CH:3]=1, predict the reactants needed to synthesize it. The reactants are: [CH2:1]([NH2:8])[C:2]1[CH:7]=[CH:6][CH:5]=[CH:4][CH:3]=1.C(N(CC)CC)C.Cl[S:17]([C:20]1[CH:29]=[CH:28][CH:27]=[CH:26][C:21]=1[C:22]([O:24][CH3:25])=[O:23])(=[O:19])=[O:18]. (7) Given the product [N:13]1([C:5]([C:4]2[CH:8]=[CH:9][C:10]([O:11][CH3:12])=[C:2]([OH:1])[CH:3]=2)=[O:7])[CH2:18][CH2:17][CH2:16][C@@H:15]2[C:19]3[CH:20]=[CH:21][CH:22]=[CH:23][C:24]=3[CH2:25][C@H:14]12, predict the reactants needed to synthesize it. The reactants are: [OH:1][C:2]1[CH:3]=[C:4]([CH:8]=[CH:9][C:10]=1[O:11][CH3:12])[C:5]([OH:7])=O.[NH:13]1[CH2:18][CH2:17][CH2:16][C@@H:15]2[C:19]3[CH:20]=[CH:21][CH:22]=[CH:23][C:24]=3[CH2:25][C@H:14]12.F[P-](F)(F)(F)(F)F.N1(OC(N(C)C)=[N+](C)C)C2N=CC=CC=2N=N1.